Dataset: Forward reaction prediction with 1.9M reactions from USPTO patents (1976-2016). Task: Predict the product of the given reaction. (1) Given the reactants CC(C)N=C=NC(C)C.[CH2:10]([O:13][C:14]([NH:16][CH:17]([CH2:21][C:22]1[CH:27]=[CH:26][C:25]([Cl:28])=[CH:24][CH:23]=1)[C:18]([OH:20])=O)=[O:15])[CH:11]=[CH2:12].[CH2:29]([O:31][CH:32]([O:38][CH2:39][CH3:40])[CH2:33][NH:34][CH:35]([CH3:37])[CH3:36])[CH3:30].C1C=NC2N(O)N=NC=2C=1, predict the reaction product. The product is: [Cl:28][C:25]1[CH:26]=[CH:27][C:22]([CH2:21][CH:17]([NH:16][C:14](=[O:15])[O:13][CH2:10][CH:11]=[CH2:12])[C:18](=[O:20])[N:34]([CH2:33][CH:32]([O:31][CH2:29][CH3:30])[O:38][CH2:39][CH3:40])[CH:35]([CH3:36])[CH3:37])=[CH:23][CH:24]=1. (2) Given the reactants [CH2:1]([C:8]1[N:13]=[CH:12][C:11]2[C:14]([CH3:18])([CH3:17])[CH2:15][NH:16][C:10]=2[CH:9]=1)[C:2]1[CH:7]=[CH:6][CH:5]=[CH:4][CH:3]=1.Cl[CH2:20][C:21](Cl)=[O:22].C(O)(=O)C.C(O)(=O)C.[F:32][CH2:33][CH:34]1[CH2:39][NH:38][CH2:37][CH2:36][NH:35]1, predict the reaction product. The product is: [CH2:1]([C:8]1[N:13]=[CH:12][C:11]2[C:14]([CH3:18])([CH3:17])[CH2:15][N:16]([C:21](=[O:22])[CH2:20][N:38]3[CH2:37][CH2:36][NH:35][CH:34]([CH2:33][F:32])[CH2:39]3)[C:10]=2[CH:9]=1)[C:2]1[CH:3]=[CH:4][CH:5]=[CH:6][CH:7]=1. (3) The product is: [CH2:2]([N+:9]([O-:10])=[CH:20][C:19]1[CH:18]=[CH:17][C:16]([S:13](=[O:15])(=[O:14])[N:12]([CH3:11])[C:24]2[CH:29]=[CH:28][CH:27]=[CH:26][CH:25]=2)=[CH:23][CH:22]=1)[C:3]1[CH:8]=[CH:7][CH:6]=[CH:5][CH:4]=1. Given the reactants Cl.[CH2:2]([NH:9][OH:10])[C:3]1[CH:8]=[CH:7][CH:6]=[CH:5][CH:4]=1.[CH3:11][N:12]([C:24]1[CH:29]=[CH:28][CH:27]=[CH:26][CH:25]=1)[S:13]([C:16]1[CH:23]=[CH:22][C:19]([CH:20]=O)=[CH:18][CH:17]=1)(=[O:15])=[O:14], predict the reaction product. (4) Given the reactants C1(C(=[N:14][CH:15]([CH2:22][CH:23]([C:27]2[C:32]([F:33])=[CH:31][CH:30]=[C:29]([F:34])[C:28]=2[F:35])[C:24](=[O:26])[CH3:25])[C:16]([O:18][CH:19]([CH3:21])[CH3:20])=[O:17])C2C=CC=CC=2)C=CC=CC=1.Cl.C([O-])([O-])=O.[K+].[K+].[CH3:55][C:54]([O:53][C:51](O[C:51]([O:53][C:54]([CH3:57])([CH3:56])[CH3:55])=[O:52])=[O:52])([CH3:57])[CH3:56], predict the reaction product. The product is: [C:54]([O:53][C:51]([NH:14][CH:15]([CH2:22][CH:23]([C:27]1[C:32]([F:33])=[CH:31][CH:30]=[C:29]([F:34])[C:28]=1[F:35])[C:24](=[O:26])[CH3:25])[C:16]([O:18][CH:19]([CH3:20])[CH3:21])=[O:17])=[O:52])([CH3:55])([CH3:56])[CH3:57]. (5) Given the reactants [CH:1]1([N:7]2[C:12]([OH:13])=[C:11]([C:14]([NH:16][CH2:17][C:18]([O:20]CC)=[O:19])=[O:15])[C:10](=[O:23])[NH:9][C:8]2=[O:24])[CH2:6][CH2:5][CH2:4][CH2:3][CH2:2]1.C(=O)([O-])[O-].[K+].[K+].[Br:31][C:32]1[CH:39]=[CH:38][C:37]([F:40])=[CH:36][C:33]=1[CH2:34]Br.Cl, predict the reaction product. The product is: [Br:31][C:32]1[CH:39]=[CH:38][C:37]([F:40])=[CH:36][C:33]=1[CH2:34][N:9]1[C:10](=[O:23])[C:11]([C:14]([NH:16][CH2:17][C:18]([OH:20])=[O:19])=[O:15])=[C:12]([OH:13])[N:7]([CH:1]2[CH2:2][CH2:3][CH2:4][CH2:5][CH2:6]2)[C:8]1=[O:24]. (6) Given the reactants [F:1][C:2]1[S:6][C:5]2[CH:7]=[CH:8][CH:9]=[CH:10][C:4]=2[C:3]=1[CH:11]1[NH:16][CH:15]=[N:14][CH:13]=[CH:12]1.C([O-])([O-])=O.[Na+].[Na+].[CH3:23][C:24]([O:27][C:28](O[C:28]([O:27][C:24]([CH3:26])([CH3:25])[CH3:23])=[O:29])=[O:29])([CH3:26])[CH3:25], predict the reaction product. The product is: [F:1][C:2]1[S:6][C:5]2[CH:7]=[CH:8][CH:9]=[CH:10][C:4]=2[C:3]=1[CH:11]1[N:16]([C:28]([O:27][C:24]([CH3:26])([CH3:25])[CH3:23])=[O:29])[CH:15]=[N:14][CH:13]=[CH:12]1. (7) Given the reactants Br[C:2]1[CH:3]=[C:4]2[C:8](=[CH:9][CH:10]=1)[N:7]([C:11]1[CH:12]=[N:13][CH:14]=[CH:15][CH:16]=1)[CH:6]=[CH:5]2.[CH:17]1([NH:20][C:21]([C:23]2[CH:24]=[C:25]([F:33])[C:26]([CH3:32])=[C:27](B(O)O)[CH:28]=2)=[O:22])[CH2:19][CH2:18]1.C(=O)([O-])O.[Na+], predict the reaction product. The product is: [CH:17]1([NH:20][C:21](=[O:22])[C:23]2[CH:28]=[C:27]([C:2]3[CH:3]=[C:4]4[C:8](=[CH:9][CH:10]=3)[N:7]([C:11]3[CH:12]=[N:13][CH:14]=[CH:15][CH:16]=3)[CH:6]=[CH:5]4)[C:26]([CH3:32])=[C:25]([F:33])[CH:24]=2)[CH2:18][CH2:19]1. (8) Given the reactants II.[Br:3][C:4]1[CH:5]=[C:6]([C:10]([C:12]2[CH:17]=[CH:16][C:15]([O:18][CH3:19])=[C:14]([C:20]([F:23])([F:22])[F:21])[CH:13]=2)=[CH2:11])[CH:7]=[CH:8][CH:9]=1.[NH3:24].C([O:28][CH2:29]C)(=O)C.C(#[N:33])C, predict the reaction product. The product is: [Br:3][C:4]1[CH:5]=[C:6]([C:10]2([C:12]3[CH:17]=[CH:16][C:15]([O:18][CH3:19])=[C:14]([C:20]([F:21])([F:22])[F:23])[CH:13]=3)[CH2:11][O:28][C:29]([NH2:33])=[N:24]2)[CH:7]=[CH:8][CH:9]=1.